From a dataset of Reaction yield outcomes from USPTO patents with 853,638 reactions. Predict the reaction yield, written as a fraction of the theoretical maximum amount of product (1.0 means a 100% yield; for example, 0.34 means a 34% yield). (1) The reactants are [OH-].[K+].[ClH:3].C[O:5][C:6](=[O:23])[CH2:7][CH:8]1[CH2:13][CH2:12][C:11]([N:20]([CH3:22])[CH3:21])([C:14]2[CH:19]=[CH:18][CH:17]=[CH:16][CH:15]=2)[CH2:10][CH2:9]1.Cl. The catalyst is C(O)C.CCOCC. The product is [ClH:3].[CH3:22][N:20]([CH3:21])[C:11]1([C:14]2[CH:15]=[CH:16][CH:17]=[CH:18][CH:19]=2)[CH2:12][CH2:13][CH:8]([CH2:7][C:6]([OH:23])=[O:5])[CH2:9][CH2:10]1. The yield is 0.950. (2) The product is [C:40]([C:36]1[CH:35]=[C:34]([NH:33][C:31]([CH:27]2[CH2:26][CH2:25][C:24]3[C:29](=[CH:30][C:21]([O:20][C:18]4[CH:17]=[CH:16][N:15]=[C:14]([N:13]=[C:2]=[O:4])[CH:19]=4)=[CH:22][CH:23]=3)[CH2:28]2)=[O:32])[CH:39]=[CH:38][CH:37]=1)([CH3:43])([CH3:42])[CH3:41]. The catalyst is C1COCC1. The yield is 0.560. The reactants are Cl[C:2](Cl)([O:4]C(=O)OC(Cl)(Cl)Cl)Cl.[NH2:13][C:14]1[CH:19]=[C:18]([O:20][C:21]2[CH:30]=[C:29]3[C:24]([CH2:25][CH2:26][CH:27]([C:31]([NH:33][C:34]4[CH:39]=[CH:38][CH:37]=[C:36]([C:40]([CH3:43])([CH3:42])[CH3:41])[CH:35]=4)=[O:32])[CH2:28]3)=[CH:23][CH:22]=2)[CH:17]=[CH:16][N:15]=1. (3) The reactants are C(OC([N:8]1[CH2:12][CH2:11][CH2:10][C@@H:9]1[CH2:13][O:14][C:15]1[CH:20]=[CH:19][C:18]([CH2:21][C:22]2[S:23][C:24]3[CH:30]=[CH:29][CH:28]=[CH:27][C:25]=3[N:26]=2)=[CH:17][CH:16]=1)=O)(C)(C)C.[ClH:31].CCOCC. The catalyst is O1CCOCC1. The product is [ClH:31].[NH:8]1[CH2:12][CH2:11][CH2:10][C@@H:9]1[CH2:13][O:14][C:15]1[CH:20]=[CH:19][C:18]([CH2:21][C:22]2[S:23][C:24]3[CH:30]=[CH:29][CH:28]=[CH:27][C:25]=3[N:26]=2)=[CH:17][CH:16]=1. The yield is 0.800.